Dataset: Buchwald-Hartwig C-N cross coupling reaction yields with 55,370 reactions. Task: Predict the reaction yield, written as a fraction of the theoretical maximum amount of product (1.0 means a 100% yield; for example, 0.34 means a 34% yield). (1) The reactants are FC(F)(F)c1ccc(I)cc1.Cc1ccc(N)cc1.O=S(=O)(O[Pd]1c2ccccc2-c2ccccc2N~1)C(F)(F)F.COc1ccc(OC)c(P([C@]23C[C@H]4C[C@H](C[C@H](C4)C2)C3)[C@]23C[C@H]4C[C@H](C[C@H](C4)C2)C3)c1-c1c(C(C)C)cc(C(C)C)cc1C(C)C.CN1CCCN2CCCN=C12.Cc1cc(-n2cccc2)no1. No catalyst specified. The product is Cc1ccc(Nc2ccc(C(F)(F)F)cc2)cc1. The yield is 0.430. (2) The reactants are Ic1cccnc1.Cc1ccc(N)cc1.O=S(=O)(O[Pd]1c2ccccc2-c2ccccc2N~1)C(F)(F)F.CC(C)c1cc(C(C)C)c(-c2ccccc2P(C2CCCCC2)C2CCCCC2)c(C(C)C)c1.CCN=P(N=P(N(C)C)(N(C)C)N(C)C)(N(C)C)N(C)C.c1ccc(-c2cnoc2)cc1. No catalyst specified. The product is Cc1ccc(Nc2cccnc2)cc1. The yield is 0.647. (3) The reactants are Ic1ccccn1.Cc1ccc(N)cc1.O=S(=O)(O[Pd]1c2ccccc2-c2ccccc2N~1)C(F)(F)F.CC(C)c1cc(C(C)C)c(-c2ccccc2P(C2CCCCC2)C2CCCCC2)c(C(C)C)c1.CN(C)C(=NC(C)(C)C)N(C)C.Cc1ccon1. No catalyst specified. The product is Cc1ccc(Nc2ccccn2)cc1. The yield is 0.635. (4) The reactants are FC(F)(F)c1ccc(Cl)cc1.Cc1ccc(N)cc1.O=S(=O)(O[Pd]1c2ccccc2-c2ccccc2N~1)C(F)(F)F.CC(C)c1cc(C(C)C)c(-c2ccccc2P(C(C)(C)C)C(C)(C)C)c(C(C)C)c1.CN1CCCN2CCCN=C12.CCOC(=O)c1cnoc1. No catalyst specified. The product is Cc1ccc(Nc2ccc(C(F)(F)F)cc2)cc1. The yield is 0.214. (5) The reactants are FC(F)(F)c1ccc(Cl)cc1.Cc1ccc(N)cc1.O=S(=O)(O[Pd]1c2ccccc2-c2ccccc2N~1)C(F)(F)F.COc1ccc(OC)c(P(C(C)(C)C)C(C)(C)C)c1-c1c(C(C)C)cc(C(C)C)cc1C(C)C.CN1CCCN2CCCN=C12.Cc1cc(-c2ccccc2)on1. No catalyst specified. The product is Cc1ccc(Nc2ccc(C(F)(F)F)cc2)cc1. The yield is 0.113. (6) The reactants are Ic1cccnc1.Cc1ccc(N)cc1.O=S(=O)(O[Pd]1c2ccccc2-c2ccccc2N~1)C(F)(F)F.COc1ccc(OC)c(P([C@]23C[C@H]4C[C@H](C[C@H](C4)C2)C3)[C@]23C[C@H]4C[C@H](C[C@H](C4)C2)C3)c1-c1c(C(C)C)cc(C(C)C)cc1C(C)C.CCN=P(N=P(N(C)C)(N(C)C)N(C)C)(N(C)C)N(C)C.c1ccc(-c2ccno2)cc1. No catalyst specified. The product is Cc1ccc(Nc2cccnc2)cc1. The yield is 0.144. (7) The reactants are Brc1ccccn1.Cc1ccc(N)cc1.O=S(=O)(O[Pd]1c2ccccc2-c2ccccc2N~1)C(F)(F)F.CC(C)c1cc(C(C)C)c(-c2ccccc2P(C(C)(C)C)C(C)(C)C)c(C(C)C)c1.CN(C)C(=NC(C)(C)C)N(C)C.COC(=O)c1cc(-c2ccco2)on1. No catalyst specified. The product is Cc1ccc(Nc2ccccn2)cc1. The yield is 0.711. (8) No catalyst specified. The reactants are FC(F)(F)c1ccc(I)cc1.Cc1ccc(N)cc1.O=S(=O)(O[Pd]1c2ccccc2-c2ccccc2N~1)C(F)(F)F.CC(C)c1cc(C(C)C)c(-c2ccccc2P(C2CCCCC2)C2CCCCC2)c(C(C)C)c1.CCN=P(N=P(N(C)C)(N(C)C)N(C)C)(N(C)C)N(C)C.COC(=O)c1cc(-c2cccs2)on1. The product is Cc1ccc(Nc2ccc(C(F)(F)F)cc2)cc1. The yield is 0.320.